This data is from Full USPTO retrosynthesis dataset with 1.9M reactions from patents (1976-2016). The task is: Predict the reactants needed to synthesize the given product. Given the product [C:59]1([C:62]2[CH:63]=[CH:64][CH:65]=[CH:66][CH:67]=2)[CH:60]=[CH:61][C:56]([CH2:55][C@H:50]([NH:49][C:9]([C:4]2([CH2:3][C:2]([Cl:1])=[CH2:12])[CH2:5][CH2:6][CH2:7][CH2:8]2)=[O:11])[C:51]([NH:53][CH3:54])=[O:52])=[CH:57][CH:58]=1, predict the reactants needed to synthesize it. The reactants are: [Cl:1][C:2](=[CH2:12])[CH2:3][C:4]1([C:9]([OH:11])=O)[CH2:8][CH2:7][CH2:6][CH2:5]1.CCN=C=NCCCN(C)C.Cl.C1C=NC2N(O)N=NC=2C=1.C(N(CC)CC)C.OC(C(F)(F)F)=O.[NH2:49][C@@H:50]([CH2:55][C:56]1[CH:61]=[CH:60][C:59]([C:62]2[CH:67]=[CH:66][CH:65]=[CH:64][CH:63]=2)=[CH:58][CH:57]=1)[C:51]([NH:53][CH3:54])=[O:52].